Dataset: Forward reaction prediction with 1.9M reactions from USPTO patents (1976-2016). Task: Predict the product of the given reaction. (1) Given the reactants C([O:3][C:4](=[O:14])[CH2:5][C:6]1[CH:10]=[CH:9][S:8][C:7]=1[C:11]([OH:13])=[O:12])C.[OH-].[K+].Cl, predict the reaction product. The product is: [C:4]([CH2:5][C:6]1[CH:10]=[CH:9][S:8][C:7]=1[C:11]([OH:13])=[O:12])([OH:14])=[O:3]. (2) Given the reactants [Br:1][C:2]1[N:3]=[CH:4][N:5]([C:7]([C:20]2[CH:25]=[CH:24][CH:23]=[CH:22][CH:21]=2)([C:14]2[CH:19]=[CH:18][CH:17]=[CH:16][CH:15]=2)[C:8]2[CH:13]=[CH:12][CH:11]=[CH:10][CH:9]=2)[CH:6]=1.C([Li])CCC.CN(C)[CH:33]=[O:34], predict the reaction product. The product is: [Br:1][C:2]1[N:3]=[C:4]([CH:33]=[O:34])[N:5]([C:7]([C:14]2[CH:15]=[CH:16][CH:17]=[CH:18][CH:19]=2)([C:8]2[CH:9]=[CH:10][CH:11]=[CH:12][CH:13]=2)[C:20]2[CH:25]=[CH:24][CH:23]=[CH:22][CH:21]=2)[CH:6]=1. (3) Given the reactants [CH3:1][NH:2][C@H:3]1[CH2:8][CH2:7][C@H:6]([CH2:9][CH2:10][CH2:11][CH2:12][CH2:13]OS(C)(=O)=O)[CH2:5][CH2:4]1.FC(F)(F)C(O)=O.Cl[C:27]([O:29][C:30]1[CH:35]=[CH:34][C:33]([Cl:36])=[CH:32][CH:31]=1)=[O:28].[CH3:37][NH:38][CH:39]1[CH2:41][CH2:40]1, predict the reaction product. The product is: [Cl:36][C:33]1[CH:34]=[CH:35][C:30]([O:29][C:27](=[O:28])[N:2]([C@H:3]2[CH2:4][CH2:5][C@H:6]([CH2:9][CH2:10][CH2:11][CH2:12][CH2:13][N:38]([CH:39]3[CH2:41][CH2:40]3)[CH3:37])[CH2:7][CH2:8]2)[CH3:1])=[CH:31][CH:32]=1. (4) Given the reactants [C:1]([CH:3]1[CH2:8][CH2:7][N:6]([C:9]([O:11][C:12]([CH3:15])([CH3:14])[CH3:13])=[O:10])[CH2:5][CH2:4]1)#[N:2].C[Si]([N-][Si](C)(C)C)(C)C.[K+].Br[CH2:27][CH:28]1[CH2:30][CH2:29]1.[NH4+].[Cl-], predict the reaction product. The product is: [C:1]([C:3]1([CH2:27][CH:28]2[CH2:30][CH2:29]2)[CH2:8][CH2:7][N:6]([C:9]([O:11][C:12]([CH3:15])([CH3:14])[CH3:13])=[O:10])[CH2:5][CH2:4]1)#[N:2]. (5) Given the reactants [I:1]I.[CH2:3]([C:6]1[CH:11]=[C:10]([Sn](C)(C)C)[N:9]=[C:8]([C:16]#[N:17])[N:7]=1)[CH2:4][CH3:5], predict the reaction product. The product is: [I:1][C:10]1[CH:11]=[C:6]([CH2:3][CH2:4][CH3:5])[N:7]=[C:8]([C:16]#[N:17])[N:9]=1. (6) Given the reactants Cl.C(OC([N:9]1[C@H:13]([CH2:14][N:15]2[CH:19]=[CH:18][C:17]([NH:20][C:21](=[O:41])[C@@H:22]([N:27]3[CH2:31][C:30]([O:32][C:33]4[CH:38]=[CH:37][CH:36]=[CH:35][C:34]=4[Cl:39])=[CH:29][C:28]3=[O:40])[CH2:23][CH:24]([CH3:26])[CH3:25])=[N:16]2)[CH2:12][O:11]C1(C)C)=O)(C)(C)C, predict the reaction product. The product is: [NH2:9][C@@H:13]([CH2:12][OH:11])[CH2:14][N:15]1[CH:19]=[CH:18][C:17]([NH:20][C:21](=[O:41])[C@@H:22]([N:27]2[CH2:31][C:30]([O:32][C:33]3[CH:38]=[CH:37][CH:36]=[CH:35][C:34]=3[Cl:39])=[CH:29][C:28]2=[O:40])[CH2:23][CH:24]([CH3:26])[CH3:25])=[N:16]1.